Dataset: Full USPTO retrosynthesis dataset with 1.9M reactions from patents (1976-2016). Task: Predict the reactants needed to synthesize the given product. (1) Given the product [CH3:13][C:14]1[CH:19]=[C:18]([C:20]2[CH:25]=[CH:24][CH:23]=[C:22]([NH:26][S:2]([CH3:1])(=[O:4])=[O:3])[CH:21]=2)[CH:17]=[C:16]([NH:27][C:28]2[N:33]=[C:32]([C:34]([F:37])([F:36])[F:35])[CH:31]=[CH:30][N:29]=2)[CH:15]=1, predict the reactants needed to synthesize it. The reactants are: [CH3:1][S:2](Cl)(=[O:4])=[O:3].C(N(CC)CC)C.[CH3:13][C:14]1[CH:15]=[C:16]([NH:27][C:28]2[N:33]=[C:32]([C:34]([F:37])([F:36])[F:35])[CH:31]=[CH:30][N:29]=2)[CH:17]=[C:18]([C:20]2[CH:25]=[CH:24][CH:23]=[C:22]([NH2:26])[CH:21]=2)[CH:19]=1. (2) Given the product [C:4]([C:5]1[CH:6]=[C:7]([NH:17][C:18](=[O:23])[C:19]([F:20])([F:22])[F:21])[CH:8]=[C:9]([S:11]([F:15])([F:13])([F:14])([F:12])[F:16])[CH:10]=1)(=[O:24])[CH3:26], predict the reactants needed to synthesize it. The reactants are: CON(C)[C:4](=[O:24])[C:5]1[CH:10]=[C:9]([S:11]([F:16])([F:15])([F:14])([F:13])[F:12])[CH:8]=[C:7]([NH:17][C:18](=[O:23])[C:19]([F:22])([F:21])[F:20])[CH:6]=1.[CH3:26][Si](C)(C)N[Si](C)(C)C.[Li].C[Mg]Br.Cl. (3) Given the product [C:1]([O:4][CH2:5][CH2:6][C:7]1[C:8]([Cl:21])=[CH:9][C:10]2[CH:11]3[CH2:20][CH2:19][CH2:18][CH:12]3[C:13](=[O:17])[NH:14][C:15]=2[CH:16]=1)(=[O:3])[CH3:2], predict the reactants needed to synthesize it. The reactants are: [C:1]([O:4][CH2:5][CH2:6][C:7]1[CH:8]=[CH:9][C:10]2[CH:11]3[CH2:20][CH2:19][CH2:18][CH:12]3[C:13](=[O:17])[NH:14][C:15]=2[CH:16]=1)(=[O:3])[CH3:2].[Cl:21]N1C(=O)CCC1=O. (4) Given the product [Cl:1][C:2]1[CH:3]=[C:4]2[C:9](=[N:10][CH:11]=1)[NH:8][CH:7]([C:12]([F:15])([F:13])[F:14])[C:6]([C:16]([OH:18])=[O:17])=[CH:5]2, predict the reactants needed to synthesize it. The reactants are: [Cl:1][C:2]1[CH:3]=[C:4]2[C:9](=[N:10][CH:11]=1)[NH:8][CH:7]([C:12]([F:15])([F:14])[F:13])[C:6]([C:16]([O:18]CC)=[O:17])=[CH:5]2.[OH-].[Na+].CO.O. (5) Given the product [CH3:12][O:13][C:14]([C:16]1[CH:17]=[C:18]2[C:22](=[CH:23][CH:24]=1)[N:21]([S:25]([C:28]1[CH:33]=[CH:32][CH:31]=[CH:30][CH:29]=1)(=[O:26])=[O:27])[CH:20]=[C:19]2[C:5](=[O:7])[CH3:6])=[O:15], predict the reactants needed to synthesize it. The reactants are: [Cl-].[Al+3].[Cl-].[Cl-].[C:5](OC(=O)C)(=[O:7])[CH3:6].[CH3:12][O:13][C:14]([C:16]1[CH:17]=[C:18]2[C:22](=[CH:23][CH:24]=1)[N:21]([S:25]([C:28]1[CH:33]=[CH:32][CH:31]=[CH:30][CH:29]=1)(=[O:27])=[O:26])[CH:20]=[CH:19]2)=[O:15].